From a dataset of Reaction yield outcomes from USPTO patents with 853,638 reactions. Predict the reaction yield, written as a fraction of the theoretical maximum amount of product (1.0 means a 100% yield; for example, 0.34 means a 34% yield). The reactants are [CH3:1][O:2][CH2:3][C@H:4]([C:6]1[CH:11]=[CH:10][CH:9]=[CH:8][CH:7]=1)[NH2:5].[I:12][C:13]1[C:21]2[C:16](=[CH:17][CH:18]=[C:19]([C:22](O)=[O:23])[CH:20]=2)[NH:15][N:14]=1.CN(C(ON1N=NC2C=CC=CC1=2)=[N+](C)C)C.[B-](F)(F)(F)F.CCN(C(C)C)C(C)C. The catalyst is CN(C=O)C. The product is [I:12][C:13]1[C:21]2[C:16](=[CH:17][CH:18]=[C:19]([C:22]([NH:5][C@@H:4]([C:6]3[CH:11]=[CH:10][CH:9]=[CH:8][CH:7]=3)[CH2:3][O:2][CH3:1])=[O:23])[CH:20]=2)[NH:15][N:14]=1. The yield is 0.680.